From a dataset of Forward reaction prediction with 1.9M reactions from USPTO patents (1976-2016). Predict the product of the given reaction. Given the reactants [F:1][C:2]1[CH:7]=[CH:6][C:5]([Mg]Br)=[CH:4][CH:3]=1.FC1C=CC(Br)=CC=1.[Mg].II.[C:21]([C:23]1[CH:24]=[C:25]2[C:30](=[CH:31][CH:32]=1)[C:28](=[O:29])[O:27][CH2:26]2)#[N:22].[BH4-].[Na+], predict the reaction product. The product is: [C:21]([C:23]1[CH:32]=[CH:31][C:30]([CH:28]([C:5]2[CH:6]=[CH:7][C:2]([F:1])=[CH:3][CH:4]=2)[OH:29])=[C:25]([CH2:26][OH:27])[CH:24]=1)#[N:22].